From a dataset of Reaction yield outcomes from USPTO patents with 853,638 reactions. Predict the reaction yield, written as a fraction of the theoretical maximum amount of product (1.0 means a 100% yield; for example, 0.34 means a 34% yield). (1) The reactants are [S:1]([O-:5])(=[O:4])(=[O:3])[CH3:2].[CH2:6]([O:24][C:25]1[CH:26]=[C:27]([CH:69]([CH2:72][OH:73])[CH2:70]O)[CH:28]=[C:29]([O:50][CH2:51][CH2:52][CH2:53][CH2:54][CH2:55][CH2:56][CH2:57][CH2:58][CH2:59][CH2:60][CH2:61][CH2:62][CH2:63][CH2:64][CH2:65][CH2:66][CH2:67][CH3:68])[C:30]=1[O:31][CH2:32][CH2:33][CH2:34][CH2:35][CH2:36][CH2:37][CH2:38][CH2:39][CH2:40][CH2:41][CH2:42][CH2:43][CH2:44][CH2:45][CH2:46][CH2:47][CH2:48][CH3:49])[CH2:7][CH2:8][CH2:9][CH2:10][CH2:11][CH2:12][CH2:13][CH2:14][CH2:15][CH2:16][CH2:17][CH2:18][CH2:19][CH2:20][CH2:21][CH2:22][CH3:23].C(N(CC)CC)C.[CH3:81][S:82](Cl)(=[O:84])=[O:83]. The catalyst is C1COCC1. The product is [CH3:2][S:1]([O:5][CH2:70][CH:69]([C:27]1[CH:26]=[C:25]([O:24][CH2:6][CH2:7][CH2:8][CH2:9][CH2:10][CH2:11][CH2:12][CH2:13][CH2:14][CH2:15][CH2:16][CH2:17][CH2:18][CH2:19][CH2:20][CH2:21][CH2:22][CH3:23])[C:30]([O:31][CH2:32][CH2:33][CH2:34][CH2:35][CH2:36][CH2:37][CH2:38][CH2:39][CH2:40][CH2:41][CH2:42][CH2:43][CH2:44][CH2:45][CH2:46][CH2:47][CH2:48][CH3:49])=[C:29]([O:50][CH2:51][CH2:52][CH2:53][CH2:54][CH2:55][CH2:56][CH2:57][CH2:58][CH2:59][CH2:60][CH2:61][CH2:62][CH2:63][CH2:64][CH2:65][CH2:66][CH2:67][CH3:68])[CH:28]=1)[CH2:72][O:73][S:82]([CH3:81])(=[O:84])=[O:83])(=[O:4])=[O:3]. The yield is 0.760. (2) The reactants are [CH2:1]([O:3][C:4](=[O:25])[CH2:5][N:6]([C:18]([O:20][C:21]([CH3:24])([CH3:23])[CH3:22])=[O:19])[CH2:7][C:8]1[CH:13]=[C:12]([Cl:14])[CH:11]=[CH:10][C:9]=1[N+:15]([O-])=O)[CH3:2].[H][H]. The catalyst is C(OCC)(=O)C.[Pd].[Br-].[Zn+2].[Br-]. The product is [CH2:1]([O:3][C:4](=[O:25])[CH2:5][N:6]([CH2:7][C:8]1[CH:13]=[C:12]([Cl:14])[CH:11]=[CH:10][C:9]=1[NH2:15])[C:18]([O:20][C:21]([CH3:24])([CH3:22])[CH3:23])=[O:19])[CH3:2]. The yield is 0.955. (3) The reactants are [CH3:1][C:2]1[CH:7]=[C:6]([CH3:8])[N:5]=[C:4]([N:9]2[CH2:16][CH:15]3[CH:11]([CH2:12][NH:13][CH2:14]3)[CH2:10]2)[N:3]=1.[N:17]1([C:22]2[CH:26]=[CH:25][S:24][C:23]=2[C:27](O)=[O:28])[CH:21]=[CH:20][CH:19]=[CH:18]1.CN(C(ON1N=NC2C=CC=NC1=2)=[N+](C)C)C.F[P-](F)(F)(F)(F)F.CCN(C(C)C)C(C)C. The catalyst is C(OCC)(=O)C.CN(C=O)C. The product is [CH3:1][C:2]1[CH:7]=[C:6]([CH3:8])[N:5]=[C:4]([N:9]2[CH2:16][CH:15]3[CH:11]([CH2:12][N:13]([C:27]([C:23]4[S:24][CH:25]=[CH:26][C:22]=4[N:17]4[CH:21]=[CH:20][CH:19]=[CH:18]4)=[O:28])[CH2:14]3)[CH2:10]2)[N:3]=1. The yield is 0.730. (4) The reactants are [C:1]([O:5][C:6]([NH:8][CH2:9][CH2:10][CH2:11][CH2:12][C:13]1[CH:23]=[CH:22][C:16]([O:17][CH2:18][C:19]([OH:21])=O)=[CH:15][CH:14]=1)=[O:7])([CH3:4])([CH3:3])[CH3:2].C1C=NC2N(O)N=NC=2C=1.C(N(C(C)C)CC)(C)C.CCN=C=NCCCN(C)C.Cl.S(O)(O)(=O)=O.[NH2:60][C:61]1[NH:62][CH:63]=[CH:64][N:65]=1. The catalyst is C1COCC1.CN(C1C=CN=CC=1)C.CC#N.C(Cl)Cl. The product is [C:1]([O:5][C:6](=[O:7])[NH:8][CH2:9][CH2:10][CH2:11][CH2:12][C:13]1[CH:14]=[CH:15][C:16]([O:17][CH2:18][C:19](=[O:21])[NH:60][C:61]2[NH:62][CH:63]=[CH:64][N:65]=2)=[CH:22][CH:23]=1)([CH3:2])([CH3:3])[CH3:4]. The yield is 0.660.